Dataset: Reaction yield outcomes from USPTO patents with 853,638 reactions. Task: Predict the reaction yield, written as a fraction of the theoretical maximum amount of product (1.0 means a 100% yield; for example, 0.34 means a 34% yield). (1) The reactants are [H-].C([Al+]CC(C)C)C(C)C.[CH2:11]([O:18][C:19]1[CH:20]=[C:21]([C:25]([CH3:29])([CH3:28])[C:26]#N)[CH:22]=[CH:23][CH:24]=1)[C:12]1[CH:17]=[CH:16][CH:15]=[CH:14][CH:13]=1.[OH:30]S(O)(=O)=O. The catalyst is O1CCCC1.O. The product is [CH2:11]([O:18][C:19]1[CH:20]=[C:21]([C:25]([CH3:29])([CH3:28])[CH:26]=[O:30])[CH:22]=[CH:23][CH:24]=1)[C:12]1[CH:17]=[CH:16][CH:15]=[CH:14][CH:13]=1. The yield is 0.980. (2) The catalyst is C(OCC)(=O)C.C([O-])(=O)C.[K+].CN(C=O)C. The reactants are [CH3:1][O:2][C:3](=[O:12])[C:4]1[CH:9]=[CH:8][C:7]([CH:10]=[O:11])=[CH:6][CH:5]=1.C[Si](C)(C)[C:15]([F:18])([F:17])[F:16].Cl.C(=O)(O)[O-].[Na+]. The product is [CH3:1][O:2][C:3](=[O:12])[C:4]1[CH:9]=[CH:8][C:7]([CH:10]([OH:11])[C:15]([F:18])([F:17])[F:16])=[CH:6][CH:5]=1. The yield is 0.950.